From a dataset of Full USPTO retrosynthesis dataset with 1.9M reactions from patents (1976-2016). Predict the reactants needed to synthesize the given product. (1) Given the product [Cl:1][C:2]1[CH:3]=[C:4]([CH:28]=[CH:29][C:30]=1[Cl:31])[CH2:5][CH:6]1[CH2:11][CH2:10][N:9]([CH2:12][CH:13]([NH:17][CH2:18][C:19]2[CH:24]=[CH:23][CH:22]=[CH:21][C:20]=2[NH2:25])[CH:14]([CH3:15])[CH3:16])[CH2:8][CH2:7]1, predict the reactants needed to synthesize it. The reactants are: [Cl:1][C:2]1[CH:3]=[C:4]([CH:28]=[CH:29][C:30]=1[Cl:31])[CH2:5][CH:6]1[CH2:11][CH2:10][N:9]([CH2:12][CH:13]([NH:17][CH2:18][C:19]2[CH:24]=[CH:23][CH:22]=[CH:21][C:20]=2[N+:25]([O-])=O)[CH:14]([CH3:16])[CH3:15])[CH2:8][CH2:7]1. (2) Given the product [C:1]([NH:4][C:5]1[CH:14]=[CH:13][C:8]([S:9]([NH:28][C:27]2[CH:29]=[CH:30][C:24]([CH2:23][NH:22][C:15](=[O:16])[O:17][C:18]([CH3:20])([CH3:21])[CH3:19])=[CH:25][CH:26]=2)(=[O:11])=[O:10])=[CH:7][CH:6]=1)(=[O:3])[CH3:2], predict the reactants needed to synthesize it. The reactants are: [C:1]([NH:4][C:5]1[CH:14]=[CH:13][C:8]([S:9](Cl)(=[O:11])=[O:10])=[CH:7][CH:6]=1)(=[O:3])[CH3:2].[C:15]([NH:22][CH2:23][C:24]1[CH:30]=[CH:29][C:27]([NH2:28])=[CH:26][CH:25]=1)([O:17][C:18]([CH3:21])([CH3:20])[CH3:19])=[O:16]. (3) Given the product [N+:8]([C:3]1[CH:4]=[N:5][CH:6]=[CH:7][C:2]=1[N:11]1[CH2:16][CH2:15][CH2:14][C@H:13]([NH:17][C:18](=[O:24])[O:19][C:20]([CH3:22])([CH3:21])[CH3:23])[CH2:12]1)([O-:10])=[O:9], predict the reactants needed to synthesize it. The reactants are: Cl[C:2]1[CH:7]=[CH:6][N:5]=[CH:4][C:3]=1[N+:8]([O-:10])=[O:9].[NH:11]1[CH2:16][CH2:15][CH2:14][C@H:13]([NH:17][C:18](=[O:24])[O:19][C:20]([CH3:23])([CH3:22])[CH3:21])[CH2:12]1.CCN(C(C)C)C(C)C. (4) Given the product [Br:1][C:2]1[CH:10]=[CH:9][C:8]([C:11]([O:13][CH3:14])=[O:12])=[C:7]2[C:3]=1[CH:4]=[CH:5][N:6]2[CH2:24][O:23][CH2:22][CH2:21][Si:18]([CH3:20])([CH3:19])[CH3:17], predict the reactants needed to synthesize it. The reactants are: [Br:1][C:2]1[CH:10]=[CH:9][C:8]([C:11]([O:13][CH3:14])=[O:12])=[C:7]2[C:3]=1[CH:4]=[CH:5][NH:6]2.[H-].[Na+].[CH3:17][Si:18]([CH2:21][CH2:22][O:23][CH2:24]Cl)([CH3:20])[CH3:19].[NH4+].[Cl-]. (5) Given the product [C:16]1([S:22][C:8]2[CH:9]=[CH:2][CH:3]=[CH:4][C:5]=2[CH:6]=[O:7])[CH:21]=[CH:20][CH:19]=[CH:18][CH:17]=1, predict the reactants needed to synthesize it. The reactants are: F[C:2]1[CH:9]=[CH:8][C:5]([CH:6]=[O:7])=[CH:4][CH:3]=1.C(=O)([O-])[O-].[K+].[K+].[C:16]1([SH:22])[CH:21]=[CH:20][CH:19]=[CH:18][CH:17]=1. (6) Given the product [Br:10][C:7]1[CH:8]=[C:3]([O:2][CH3:1])[C:4]([NH2:9])=[N:5][CH:6]=1, predict the reactants needed to synthesize it. The reactants are: [CH3:1][O:2][C:3]1[C:4]([NH2:9])=[N:5][CH:6]=[CH:7][CH:8]=1.[Br:10]Br. (7) Given the product [Si:1]([O:18][CH2:19][CH2:20][CH2:21][CH:22]([N:30]1[C:26](=[O:36])[C:27]2[C:28](=[CH:32][CH:33]=[CH:34][CH:35]=2)[C:29]1=[O:31])[CH2:23][CH3:24])([C:14]([CH3:15])([CH3:17])[CH3:16])([C:2]1[CH:7]=[CH:6][CH:5]=[CH:4][CH:3]=1)[C:8]1[CH:9]=[CH:10][CH:11]=[CH:12][CH:13]=1, predict the reactants needed to synthesize it. The reactants are: [Si:1]([O:18][CH2:19][CH2:20][CH2:21][CH:22](O)[CH2:23][CH3:24])([C:14]([CH3:17])([CH3:16])[CH3:15])([C:8]1[CH:13]=[CH:12][CH:11]=[CH:10][CH:9]=1)[C:2]1[CH:7]=[CH:6][CH:5]=[CH:4][CH:3]=1.[C:26]1(=[O:36])[NH:30][C:29](=[O:31])[C:28]2=[CH:32][CH:33]=[CH:34][CH:35]=[C:27]12.C1C=CC(P(C2C=CC=CC=2)C2C=CC=CC=2)=CC=1.CCOC(/N=N/C(OCC)=O)=O. (8) Given the product [N:34]1([C:12]([C:11]2[CH:10]=[C:9]([CH:17]=[CH:16][CH:15]=2)[CH2:8][N:7]2[C:2](=[O:1])[CH:3]=[CH:4][C:5]([C:18]3[O:22][N:21]=[C:20]([C:23]4[CH:24]=[CH:25][C:26]([O:29][C:30]([F:31])([F:33])[F:32])=[CH:27][CH:28]=4)[N:19]=3)=[N:6]2)=[O:13])[CH2:38][CH2:37][CH2:36][CH2:35]1, predict the reactants needed to synthesize it. The reactants are: [O:1]=[C:2]1[N:7]([CH2:8][C:9]2[CH:10]=[C:11]([CH:15]=[CH:16][CH:17]=2)[C:12](Cl)=[O:13])[N:6]=[C:5]([C:18]2[O:22][N:21]=[C:20]([C:23]3[CH:28]=[CH:27][C:26]([O:29][C:30]([F:33])([F:32])[F:31])=[CH:25][CH:24]=3)[N:19]=2)[CH:4]=[CH:3]1.[NH:34]1[CH2:38][CH2:37][CH2:36][CH2:35]1. (9) Given the product [Cl:1][C:2]1[CH:7]=[CH:6][C:5]([C:8]2[C:9](=[O:30])[N:10]([CH2:18][C:19]([NH:21][C:22]3[CH:27]=[CH:26][C:25]([F:28])=[C:24]([F:29])[CH:23]=3)=[O:20])[C:11]3([CH2:17][CH2:16][N:15]([CH3:33])[CH2:14][CH2:13]3)[N:12]=2)=[CH:4][CH:3]=1, predict the reactants needed to synthesize it. The reactants are: [Cl:1][C:2]1[CH:7]=[CH:6][C:5]([C:8]2[C:9](=[O:30])[N:10]([CH2:18][C:19]([NH:21][C:22]3[CH:27]=[CH:26][C:25]([F:28])=[C:24]([F:29])[CH:23]=3)=[O:20])[C:11]3([CH2:17][CH2:16][NH:15][CH2:14][CH2:13]3)[N:12]=2)=[CH:4][CH:3]=1.C=O.[C:33](O[BH-](OC(=O)C)OC(=O)C)(=O)C.[Na+]. (10) Given the product [NH2:15][C:11]1[C:10](=[O:26])[N:9]([CH2:8][C:7]([NH:6][CH2:1][CH2:2][CH:3]([CH3:4])[CH3:5])=[O:27])[CH:14]=[CH:13][CH:12]=1, predict the reactants needed to synthesize it. The reactants are: [CH2:1]([NH:6][C:7](=[O:27])[CH2:8][N:9]1[CH:14]=[CH:13][CH:12]=[C:11]([NH:15]C(=O)OCC2C=CC=CC=2)[C:10]1=[O:26])[CH2:2][CH:3]([CH3:5])[CH3:4].